Dataset: Full USPTO retrosynthesis dataset with 1.9M reactions from patents (1976-2016). Task: Predict the reactants needed to synthesize the given product. (1) Given the product [Cl:1][C:2]1[CH:3]=[CH:4][C:5]([OH:26])=[C:6]([C:8]2[C:12]([NH:13][C:14]([C:16]3[CH:17]=[N:18][N:19]4[CH:24]=[CH:23][CH:22]=[N:21][C:20]=34)=[O:15])=[CH:11][N:10]([CH3:25])[N:9]=2)[CH:7]=1, predict the reactants needed to synthesize it. The reactants are: [Cl:1][C:2]1[CH:3]=[CH:4][C:5]([O:26]C)=[C:6]([C:8]2[C:12]([NH:13][C:14]([C:16]3[CH:17]=[N:18][N:19]4[CH:24]=[CH:23][CH:22]=[N:21][C:20]=34)=[O:15])=[CH:11][N:10]([CH3:25])[N:9]=2)[CH:7]=1.B(Br)(Br)Br. (2) The reactants are: [Br:1][C:2]1[CH:9]=[CH:8][C:5]([CH2:6]Br)=[CH:4][CH:3]=1.[C-:10]#[N:11].[Na+]. Given the product [Br:1][C:2]1[CH:9]=[CH:8][C:5]([CH2:6][C:10]#[N:11])=[CH:4][CH:3]=1, predict the reactants needed to synthesize it. (3) Given the product [CH:38]1([CH2:41][CH2:42][NH:43][CH2:2][C:3]2[C:4]([C:19]([NH:21][C@@H:22]3[CH2:27][CH2:26][CH2:25][C@H:24]([OH:28])[CH2:23]3)=[O:20])=[N:5][O:6][C:7]=2[C:8]2[CH:13]=[CH:12][C:11]([C:14]([F:17])([F:16])[F:15])=[C:10]([F:18])[CH:9]=2)[CH2:40][CH2:39]1, predict the reactants needed to synthesize it. The reactants are: Cl[CH2:2][C:3]1[C:4]([C:19]([NH:21][C@@H:22]2[CH2:27][CH2:26][CH2:25][C@H:24]([OH:28])[CH2:23]2)=[O:20])=[N:5][O:6][C:7]=1[C:8]1[CH:13]=[CH:12][C:11]([C:14]([F:17])([F:16])[F:15])=[C:10]([F:18])[CH:9]=1.CCN(C(C)C)C(C)C.[CH:38]1([CH2:41][CH2:42][NH2:43])[CH2:40][CH2:39]1. (4) Given the product [F:27][C:2]([F:1])([F:26])[C:3]([F:24])([F:25])[C:4]([F:23])([F:22])[CH2:5][C:7]1[C:8]([C:16]2[CH:17]=[CH:18][CH:19]=[CH:20][CH:21]=2)=[C:9]2[N:13]([C:14]=1[CH3:15])[CH2:12][CH2:11][CH2:10]2, predict the reactants needed to synthesize it. The reactants are: [F:1][C:2]([F:27])([F:26])[C:3]([F:25])([F:24])[C:4]([F:23])([F:22])[C:5]([C:7]1[C:8]([C:16]2[CH:21]=[CH:20][CH:19]=[CH:18][CH:17]=2)=[C:9]2[N:13]([C:14]=1[CH3:15])[CH2:12][CH2:11][CH2:10]2)=O.[BH3-]C#N.[Na+]. (5) Given the product [Cl:15][C:12]1[CH:11]=[CH:10][CH:9]=[C:8]2[C:13]=1[C:14]1[C:2]([N:29]([C:28]3[CH:31]=[CH:32][C:25]([O:24][CH3:23])=[CH:26][CH:27]=3)[CH3:30])=[N:3][C:4]([NH2:16])=[N:5][C:6]=1[NH:7]2, predict the reactants needed to synthesize it. The reactants are: Cl[C:2]1[C:14]2[C:13]3[C:8](=[CH:9][CH:10]=[CH:11][C:12]=3[Cl:15])[NH:7][C:6]=2[N:5]=[C:4]([NH:16]C(=O)C(C)(C)C)[N:3]=1.[CH3:23][O:24][C:25]1[CH:32]=[CH:31][C:28]([NH:29][CH3:30])=[CH:27][CH:26]=1.C(O)(C)C.Cl. (6) Given the product [Cl:28][C:17]1[CH:16]=[C:15]([NH:14][C:6]2[C:5]3[C:10](=[CH:11][C:2](/[CH:39]=[CH:38]/[CH2:37][CH2:36][N:33]4[CH2:32][CH2:31][N:30]([CH3:29])[CH2:35][CH2:34]4)=[CH:3][CH:4]=3)[N:9]=[CH:8][C:7]=2[C:12]#[N:13])[CH:20]=[CH:19][C:18]=1[S:21][C:22]1[N:23]([CH3:27])[CH:24]=[CH:25][N:26]=1, predict the reactants needed to synthesize it. The reactants are: Br[C:2]1[CH:11]=[C:10]2[C:5]([C:6]([NH:14][C:15]3[CH:20]=[CH:19][C:18]([S:21][C:22]4[N:23]([CH3:27])[CH:24]=[CH:25][N:26]=4)=[C:17]([Cl:28])[CH:16]=3)=[C:7]([C:12]#[N:13])[CH:8]=[N:9]2)=[CH:4][CH:3]=1.[CH3:29][N:30]1[CH2:35][CH2:34][N:33]([CH2:36][CH2:37]/[CH:38]=[CH:39]/[Sn](CCCC)(CCCC)CCCC)[CH2:32][CH2:31]1. (7) Given the product [C:1]([C:5]1[CH:6]=[CH:7][C:8]([S:11]([N:14]([C:15]2[CH:16]=[N:17][C:18]([CH3:21])=[CH:19][CH:20]=2)[CH2:22][C:23]([N:33]([CH2:34][CH2:35][OH:36])[CH2:32][C:27]2[CH:28]=[CH:29][CH:30]=[CH:31][N:26]=2)=[O:25])(=[O:12])=[O:13])=[CH:9][CH:10]=1)([CH3:4])([CH3:2])[CH3:3], predict the reactants needed to synthesize it. The reactants are: [C:1]([C:5]1[CH:10]=[CH:9][C:8]([S:11]([N:14]([CH2:22][C:23]([OH:25])=O)[C:15]2[CH:16]=[N:17][C:18]([CH3:21])=[CH:19][CH:20]=2)(=[O:13])=[O:12])=[CH:7][CH:6]=1)([CH3:4])([CH3:3])[CH3:2].[N:26]1[CH:31]=[CH:30][CH:29]=[CH:28][C:27]=1[CH2:32][NH:33][CH2:34][CH2:35][OH:36].